This data is from Reaction yield outcomes from USPTO patents with 853,638 reactions. The task is: Predict the reaction yield, written as a fraction of the theoretical maximum amount of product (1.0 means a 100% yield; for example, 0.34 means a 34% yield). (1) The reactants are [OH:1][C:2]1[C:12]2[CH2:11][CH2:10][N:9]([C:13](=[O:18])[C:14]([F:17])([F:16])[F:15])[CH2:8][CH2:7][C:6]=2[CH:5]=[CH:4][CH:3]=1.S(Cl)([Cl:22])(=O)=O.Cl. The catalyst is C1(C)C=CC=CC=1.C(NCC(C)C)C(C)C.S(Cl)(Cl)(=O)=O. The product is [Cl:22][C:3]1[CH:4]=[CH:5][C:6]2[CH2:7][CH2:8][N:9]([C:13](=[O:18])[C:14]([F:17])([F:15])[F:16])[CH2:10][CH2:11][C:12]=2[C:2]=1[OH:1]. The yield is 0.888. (2) The reactants are [N:1]1([C:7]2[CH:12]=[CH:11][C:10]([OH:13])=[CH:9][CH:8]=2)[CH2:6][CH2:5][NH:4][CH2:3][CH2:2]1.Br[CH:15]([CH3:21])[CH2:16][C:17]([O:19][CH3:20])=[O:18].C(N(CC)CC)C. The catalyst is CN(C=O)C. The product is [CH3:20][O:19][C:17](=[O:18])[CH2:16][CH:15]([N:4]1[CH2:3][CH2:2][N:1]([C:7]2[CH:8]=[CH:9][C:10]([OH:13])=[CH:11][CH:12]=2)[CH2:6][CH2:5]1)[CH3:21]. The yield is 0.593.